From a dataset of Peptide-MHC class I binding affinity with 185,985 pairs from IEDB/IMGT. Regression. Given a peptide amino acid sequence and an MHC pseudo amino acid sequence, predict their binding affinity value. This is MHC class I binding data. (1) The peptide sequence is MCHEGINPNM. The MHC is H-2-Db with pseudo-sequence H-2-Db. The binding affinity (normalized) is 0.0440. (2) The peptide sequence is VIGLTTHCTK. The MHC is HLA-A31:01 with pseudo-sequence HLA-A31:01. The binding affinity (normalized) is 0.387. (3) The binding affinity (normalized) is 0. The MHC is H-2-Kd with pseudo-sequence H-2-Kd. The peptide sequence is LDVSKLNGP. (4) The peptide sequence is FASKSASCL. The MHC is Patr-B0101 with pseudo-sequence Patr-B0101. The binding affinity (normalized) is 0.295. (5) The peptide sequence is QFPGQQQPF. The MHC is HLA-A29:02 with pseudo-sequence HLA-A29:02. The binding affinity (normalized) is 0.322. (6) The peptide sequence is KLVGIELPK. The MHC is HLA-B08:02 with pseudo-sequence HLA-B08:02. The binding affinity (normalized) is 0.0847. (7) The peptide sequence is TLLVVGILLVV. The MHC is H-2-Db with pseudo-sequence H-2-Db. The binding affinity (normalized) is 0.174.